Dataset: Drug-target binding data from BindingDB using IC50 measurements. Task: Regression. Given a target protein amino acid sequence and a drug SMILES string, predict the binding affinity score between them. We predict pIC50 (pIC50 = -log10(IC50 in M); higher means more potent). Dataset: bindingdb_ic50. (1) The target is CKENALLRYLLDKDD. The pIC50 is 6.3. The small molecule is O=S(=O)(Nc1ccc(F)c(Nc2ncccc2-c2ncnc3[nH]cnc23)c1F)C1CC1c1ccccc1. (2) The target protein (P0AD64) has sequence MRYIRLCIISLLATLPLAVHASPQPLEQIKLSESQLSGRVGMIEMDLASGRTLTAWRADERFPMMSTFKVVLCGAVLARVDAGDEQLERKIHYRQQDLVDYSPVSEKHLADGMTVGELCAAAITMSDNSAANLLLATVGGPAGLTAFLRQIGDNVTRLDRWETELNEALPGDARDTTTPASMAATLRKLLTSQRLSARSQRQLLQWMVDDRVAGPLIRSVLPAGWFIADKTGAGERGARGIVALLGPNNKAERIVVIYLRDTPASMAERNQQIAGIGAALIEHWQR. The small molecule is O=C(O)[C@H]1/C(=C/CO)O[C@@H]2CC(=O)N21. The pIC50 is 7.7. (3) The small molecule is COC(=O)c1c(C(=O)N2CCN(CCO)CC2)cc2cc(OC)c(OC)cc2c1-c1cc(Cl)c(OC)c(OC)c1. The target protein (O00408) has sequence MGQACGHSILCRSQQYPAARPAEPRGQQVFLKPDEPPPPPQPCADSLQDALLSLGSVIDISGLQRAVKEALSAVLPRVETVYTYLLDGESQLVCEDPPHELPQEGKVREAIISQKRLGCNGLGFSDLPGKPLARLVAPLAPDTQVLVMPLADKEAGAVAAVILVHCGQLSDNEEWSLQAVEKHTLVALRRVQVLQQRGPREAPRAVQNPPEGTAEDQKGGAAYTDRDRKILQLCGELYDLDASSLQLKVLQYLQQETRASRCCLLLVSEDNLQLSCKVIGDKVLGEEVSFPLTGCLGQVVEDKKSIQLKDLTSEDVQQLQSMLGCELQAMLCVPVISRATDQVVALACAFNKLEGDLFTDEDEHVIQHCFHYTSTVLTSTLAFQKEQKLKCECQALLQVAKNLFTHLDDVSVLLQEIITEARNLSNAEICSVFLLDQNELVAKVFDGGVVDDESYEIRIPADQGIAGHVATTGQILNIPDAYAHPLFYRGVDDSTGFRTR.... The pIC50 is 4.0.